Task: Predict the reaction yield, written as a fraction of the theoretical maximum amount of product (1.0 means a 100% yield; for example, 0.34 means a 34% yield).. Dataset: Reaction yield outcomes from USPTO patents with 853,638 reactions (1) The reactants are [CH3:1][O:2][C:3](=[O:20])[C:4]1[CH:9]=[CH:8][C:7]([NH:10][C:11]([C@H:13]2[CH2:17][C@@H:16]([O:18][CH3:19])[CH2:15][NH:14]2)=[O:12])=[CH:6][CH:5]=1.C(N(CC)C(C)C)(C)C.[Cl:30][C:31]1[CH:36]=[CH:35][C:34]([N:37]=[C:38]=[O:39])=[CH:33][CH:32]=1. The catalyst is C1COCC1. The product is [CH3:1][O:2][C:3](=[O:20])[C:4]1[CH:5]=[CH:6][C:7]([NH:10][C:11]([C@H:13]2[CH2:17][C@@H:16]([O:18][CH3:19])[CH2:15][N:14]2[C:38](=[O:39])[NH:37][C:34]2[CH:35]=[CH:36][C:31]([Cl:30])=[CH:32][CH:33]=2)=[O:12])=[CH:8][CH:9]=1. The yield is 0.940. (2) The reactants are [C:1]([C:3]1[C:4]([C:20]([F:23])([F:22])[F:21])=[C:5]2[C:9](=[CH:10][CH:11]=1)[N:8]([CH2:12][C:13](=[NH:16])[NH:14][OH:15])[C:7]([CH2:17][CH2:18][CH3:19])=[CH:6]2)#[N:2].[F:24][C:25]1[CH:26]=[C:27]([CH:31]=[CH:32][C:33]=1[F:34])[C:28](Cl)=O.C(N(CC)C(C)C)(C)C. The catalyst is C(#N)C. The product is [F:24][C:25]1[CH:26]=[C:27]([C:28]2[O:15][N:14]=[C:13]([CH2:12][N:8]3[C:9]4[C:5](=[C:4]([C:20]([F:22])([F:23])[F:21])[C:3]([C:1]#[N:2])=[CH:11][CH:10]=4)[CH:6]=[C:7]3[CH2:17][CH2:18][CH3:19])[N:16]=2)[CH:31]=[CH:32][C:33]=1[F:34]. The yield is 0.480. (3) The catalyst is C1COCC1.CO.CC(OC)(C)C. The yield is 0.890. The product is [C:12]([C:11]1[CH:10]=[N:9][N:8]2[C:3]([C:2]([F:1])([F:29])[F:28])=[CH:4][C:5]([C:18]3[CH:23]=[CH:22][C:21]([C:24]([F:27])([F:26])[F:25])=[CH:20][CH:19]=3)=[N:6][C:7]=12)#[CH:13]. The reactants are [F:1][C:2]([F:29])([F:28])[C:3]1[N:8]2[N:9]=[CH:10][C:11]([C:12]#[C:13][Si](C)(C)C)=[C:7]2[N:6]=[C:5]([C:18]2[CH:23]=[CH:22][C:21]([C:24]([F:27])([F:26])[F:25])=[CH:20][CH:19]=2)[CH:4]=1.C([O-])([O-])=O.[K+].[K+].